This data is from Full USPTO retrosynthesis dataset with 1.9M reactions from patents (1976-2016). The task is: Predict the reactants needed to synthesize the given product. (1) The reactants are: [Cl:1][C:2]1[CH:7]=[CH:6][C:5]([C:8]2[N:13]=[C:12]([C:14]#[N:15])[CH:11]=[C:10]([C:16]([F:19])([F:18])[F:17])[CH:9]=2)=[CH:4][CH:3]=1.Cl.[NH2:21][OH:22].C(=O)([O-])[O-].[Na+].[Na+]. Given the product [Cl:1][C:2]1[CH:3]=[CH:4][C:5]([C:8]2[N:13]=[C:12]([C:14]([NH:21][OH:22])=[NH:15])[CH:11]=[C:10]([C:16]([F:19])([F:17])[F:18])[CH:9]=2)=[CH:6][CH:7]=1, predict the reactants needed to synthesize it. (2) Given the product [N:2]1[NH:10][N:11]=[N:12][C:1]=1[C:3]1[CH:8]=[CH:7][CH:6]=[CH:5][C:4]=1[OH:9], predict the reactants needed to synthesize it. The reactants are: [C:1]([C:3]1[CH:8]=[CH:7][CH:6]=[CH:5][C:4]=1[OH:9])#[N:2].[N-:10]=[N+:11]=[N-:12].[Na+].[Cl-].[NH4+].Cl. (3) The reactants are: [CH3:1][O:2][C:3](/[C:5](/NC(=O)OC(C)(C)C)=[CH:6]/[C:7]1[CH:15]=[C:14]([CH3:16])[C:13]2[C:9](=[CH:10][N:11]([CH2:17][O:18][CH2:19][CH2:20][Si:21]([CH3:24])([CH3:23])[CH3:22])[N:12]=2)[CH:8]=1)=[O:4].FC(F)(F)C(O)=[O:36].C([BH3-])#N.[Na+].O1CCCC1. Given the product [CH3:22][Si:21]([CH3:24])([CH3:23])[CH2:20][CH2:19][O:18][CH2:17][N:11]1[CH:10]=[C:9]2[C:13]([C:14]([CH3:16])=[CH:15][C:7]([CH2:6][CH:5]([OH:36])[C:3]([O:2][CH3:1])=[O:4])=[CH:8]2)=[N:12]1, predict the reactants needed to synthesize it. (4) Given the product [Cl:1][C:2]1[N:10]([C:11]2[CH:16]=[CH:15][C:14]([C:17]3[CH:21]=[CH:20][S:19][CH:18]=3)=[CH:13][CH:12]=2)[C:9]2[C:8]([OH:22])=[C:7]([C:23]3[CH:30]=[CH:29][C:26]([C:27]([NH2:28])=[O:32])=[CH:25][CH:24]=3)[C:6](=[O:31])[NH:5][C:4]=2[CH:3]=1, predict the reactants needed to synthesize it. The reactants are: [Cl:1][C:2]1[N:10]([C:11]2[CH:16]=[CH:15][C:14]([C:17]3[CH:21]=[CH:20][S:19][CH:18]=3)=[CH:13][CH:12]=2)[C:9]2[C:8]([OH:22])=[C:7]([C:23]3[CH:30]=[CH:29][C:26]([C:27]#[N:28])=[CH:25][CH:24]=3)[C:6](=[O:31])[NH:5][C:4]=2[CH:3]=1.[OH-:32].[K+].